From a dataset of Forward reaction prediction with 1.9M reactions from USPTO patents (1976-2016). Predict the product of the given reaction. Given the reactants [C:1]1([C:7]2[N:8]=[C:9]3[C:14]([C:15](OCC)=[O:16])=[CH:13][CH:12]=[CH:11][N:10]3[CH:20]=2)[CH:6]=[CH:5][CH:4]=[CH:3][CH:2]=1.[K+].[Br-], predict the reaction product. The product is: [OH:16][CH2:15][C:14]1[C:9]2[N:10]([CH:20]=[C:7]([C:1]3[CH:2]=[CH:3][CH:4]=[CH:5][CH:6]=3)[N:8]=2)[CH:11]=[CH:12][CH:13]=1.